This data is from Forward reaction prediction with 1.9M reactions from USPTO patents (1976-2016). The task is: Predict the product of the given reaction. (1) Given the reactants [S:1]=[C:2]1[NH:7][C:6]2[NH:8][C:9](=[O:11])[CH2:10][C:5]=2[C:4](=[O:12])[N:3]1[C:13]1[CH:18]=[CH:17][C:16]([O:19][CH2:20][C:21]([F:24])([F:23])[F:22])=[CH:15][CH:14]=1.C(=O)([O-])O.[Na+].[CH2:30]([N:32]([CH2:37][CH3:38])[C:33](=[O:36])[CH2:34]Cl)[CH3:31].C(#N)C, predict the reaction product. The product is: [O:12]=[C:4]1[N:3]([C:13]2[CH:14]=[CH:15][C:16]([O:19][CH2:20][C:21]([F:24])([F:23])[F:22])=[CH:17][CH:18]=2)[C:2]([S:1][CH2:34][C:33]([N:32]([CH2:37][CH3:38])[CH2:30][CH3:31])=[O:36])=[N:7][C:6]2[NH:8][C:9](=[O:11])[CH2:10][C:5]1=2. (2) Given the reactants [N+:1]([C:4]1[CH:5]=[CH:6][CH:7]=[C:8]2[C:13]=1[N:12]=[CH:11][C:10]([S:14]([C:17]1[CH:22]=[CH:21][CH:20]=[CH:19][N:18]=1)(=[O:16])=[O:15])=[CH:9]2)([O-])=O.Cl, predict the reaction product. The product is: [N:18]1[CH:19]=[CH:20][CH:21]=[CH:22][C:17]=1[S:14]([C:10]1[CH:11]=[N:12][C:13]2[C:8]([CH:9]=1)=[CH:7][CH:6]=[CH:5][C:4]=2[NH2:1])(=[O:15])=[O:16]. (3) Given the reactants Br[CH2:2][C:3]([CH:5]([CH2:11][CH:12]([CH3:14])[CH3:13])[C:6]([O:8][CH2:9][CH3:10])=[O:7])=O.[C:15]([NH2:23])(=[S:22])[C:16]1[CH:21]=[CH:20][CH:19]=[CH:18][CH:17]=1, predict the reaction product. The product is: [CH3:13][CH:12]([CH3:14])[CH2:11][CH:5]([C:3]1[N:23]=[C:15]([C:16]2[CH:21]=[CH:20][CH:19]=[CH:18][CH:17]=2)[S:22][CH:2]=1)[C:6]([O:8][CH2:9][CH3:10])=[O:7]. (4) Given the reactants C([O:4][C:5]1[CH:10]=[C:9]([C:11]#[N:12])[C:8](Br)=[C:7]([C:14]#[N:15])[C:6]=1[O:16]C(=O)C)(=O)C.[CH:20](/B(O)O)=[CH:21]/[CH3:22], predict the reaction product. The product is: [OH:16][C:6]1[C:5]([OH:4])=[CH:10][C:9]([C:11]#[N:12])=[C:8](/[CH:20]=[CH:21]\[CH3:22])[C:7]=1[C:14]#[N:15]. (5) Given the reactants [Cl:1][C:2]1[CH:3]=[CH:4][C:5]([C:28]([F:31])([F:30])[F:29])=[C:6]([CH:27]=1)[CH2:7][N:8]1[CH2:13][CH2:12][NH:11][C:10]2[N:14]=[CH:15][C:16]([C:18]3[CH:26]=[CH:25][C:21]([C:22](O)=[O:23])=[CH:20][CH:19]=3)=[CH:17][C:9]1=2.[CH3:32][O:33][C:34]1[CH:46]=[CH:45][C:37]([CH2:38][N:39]2[CH2:44][CH2:43][NH:42][CH2:41][CH2:40]2)=[CH:36][CH:35]=1, predict the reaction product. The product is: [Cl:1][C:2]1[CH:3]=[CH:4][C:5]([C:28]([F:30])([F:31])[F:29])=[C:6]([CH:27]=1)[CH2:7][N:8]1[CH2:13][CH2:12][NH:11][C:10]2[N:14]=[CH:15][C:16]([C:18]3[CH:19]=[CH:20][C:21]([C:22]([N:42]4[CH2:41][CH2:40][N:39]([CH2:38][C:37]5[CH:45]=[CH:46][C:34]([O:33][CH3:32])=[CH:35][CH:36]=5)[CH2:44][CH2:43]4)=[O:23])=[CH:25][CH:26]=3)=[CH:17][C:9]1=2. (6) Given the reactants [CH3:1][N:2]([S:26]([C:29]1[S:30][CH:31]=[CH:32][CH:33]=1)(=[O:28])=[O:27])[C:3]1[CH:4]=[C:5]([O:21][C:22]([F:25])([F:24])[F:23])[CH:6]=[C:7]2[C:11]=1[NH:10][C:9]([C:12]1[S:13][CH:14]([CH2:17][C:18]([OH:20])=O)[CH2:15][N:16]=1)=[CH:8]2.Cl.C[N:36](C)CCCN=C=NCC.CN(C)C=O, predict the reaction product. The product is: [CH3:1][N:2]([S:26]([C:29]1[S:30][CH:31]=[CH:32][CH:33]=1)(=[O:28])=[O:27])[C:3]1[CH:4]=[C:5]([O:21][C:22]([F:24])([F:25])[F:23])[CH:6]=[C:7]2[C:11]=1[NH:10][C:9]([C:12]1[S:13][CH:14]([CH2:17][C:18]([NH2:36])=[O:20])[CH2:15][N:16]=1)=[CH:8]2.